From a dataset of Forward reaction prediction with 1.9M reactions from USPTO patents (1976-2016). Predict the product of the given reaction. (1) Given the reactants [N:1]1[CH:6]=[CH:5][CH:4]=[CH:3][C:2]=1[CH2:7][C:8]#[N:9].Br[CH2:11][CH2:12][CH2:13][CH2:14][CH2:15][CH2:16]Br.C[Si]([N-][Si](C)(C)C)(C)C.[Li+], predict the reaction product. The product is: [N:1]1[CH:6]=[CH:5][CH:4]=[CH:3][C:2]=1[C:7]1([C:8]#[N:9])[CH2:16][CH2:15][CH2:14][CH2:13][CH2:12][CH2:11]1. (2) Given the reactants [OH:1][C:2]1[CH:3]=[C:4]([C:11]([O:13][CH2:14][CH3:15])=[O:12])[CH:5]=[C:6]2[C:10]=1[NH:9][N:8]=[CH:7]2.[H-].[Na+].I[CH2:19][CH3:20], predict the reaction product. The product is: [CH2:19]([O:1][C:2]1[CH:3]=[C:4]([C:11]([O:13][CH2:14][CH3:15])=[O:12])[CH:5]=[C:6]2[C:10]=1[NH:9][N:8]=[CH:7]2)[CH3:20]. (3) Given the reactants [C:1](N1C=CN=C1)(N1C=CN=C1)=[O:2].[CH3:13][O:14][C:15]1[CH:43]=[C:42]([O:44][CH3:45])[CH:41]=[CH:40][C:16]=1[CH2:17][NH:18][C:19]1[C:20]([CH2:25][NH:26][CH:27]2[CH2:32][CH2:31][N:30]([C:33]([O:35][C:36]([CH3:39])([CH3:38])[CH3:37])=[O:34])[CH2:29][CH2:28]2)=[N:21][CH:22]=[CH:23][CH:24]=1, predict the reaction product. The product is: [CH3:13][O:14][C:15]1[CH:43]=[C:42]([O:44][CH3:45])[CH:41]=[CH:40][C:16]=1[CH2:17][N:18]1[C:19]2[CH:24]=[CH:23][CH:22]=[N:21][C:20]=2[CH2:25][N:26]([CH:27]2[CH2:32][CH2:31][N:30]([C:33]([O:35][C:36]([CH3:39])([CH3:38])[CH3:37])=[O:34])[CH2:29][CH2:28]2)[C:1]1=[O:2]. (4) The product is: [CH2:16]([N:3]([CH2:1][CH3:2])[CH2:4][CH2:5][CH2:6][O:7][C:8]1[CH:13]=[CH:12][C:11]([NH:14][CH:19]=[C:20]2[C:28]3[C:23](=[CH:24][CH:25]=[CH:26][CH:27]=3)[NH:22][C:21]2=[O:29])=[CH:10][C:9]=1[F:15])[CH3:17]. Given the reactants [CH2:1]([N:3]([CH2:16][CH3:17])[CH2:4][CH2:5][CH2:6][O:7][C:8]1[CH:13]=[CH:12][C:11]([NH2:14])=[CH:10][C:9]=1[F:15])[CH3:2].O[CH:19]=[C:20]1[C:28]2[C:23](=[CH:24][CH:25]=[CH:26][CH:27]=2)[NH:22][C:21]1=[O:29], predict the reaction product.